From a dataset of Catalyst prediction with 721,799 reactions and 888 catalyst types from USPTO. Predict which catalyst facilitates the given reaction. (1) Reactant: [OH:1][C:2]1[CH:3]=[C:4]([CH:8]=[C:9]([N+:11]([O-:13])=[O:12])[CH:10]=1)[C:5]([OH:7])=[O:6].[CH3:14]O.S(=O)(=O)(O)O. Product: [OH:1][C:2]1[CH:3]=[C:4]([CH:8]=[C:9]([N+:11]([O-:13])=[O:12])[CH:10]=1)[C:5]([O:7][CH3:14])=[O:6]. The catalyst class is: 6. (2) Reactant: [CH3:1][O:2][C:3]1[CH:4]=[C:5]([CH:11]=[C:12]([O:16][CH3:17])[C:13]=1[O:14][CH3:15])[CH:6]=[CH:7][C:8]([OH:10])=O.S(Cl)(Cl)=O.[NH2:22][CH:23]([C:31]1[CH:39]=[CH:38][C:34]([C:35]([OH:37])=[O:36])=[CH:33][CH:32]=1)CC1C=CC=CC=1.[OH-].[Na+]. Product: [CH3:17][O:16][C:12]1[CH:11]=[C:5]([CH:4]=[C:3]([O:2][CH3:1])[C:13]=1[O:14][CH3:15])[CH:6]=[CH:7][C:8]([NH:22][CH2:23][C:31]1[CH:32]=[CH:33][C:34]([C:35]([OH:37])=[O:36])=[CH:38][CH:39]=1)=[O:10]. The catalyst class is: 4. (3) Reactant: Br[CH2:2][CH2:3][O:4][C:5]1[CH:14]=[C:13]2[C:8]([CH:9]=[CH:10][N:11]([C:16]3[CH:17]=[C:18]([NH:23][C:24](=[O:36])[C:25]4[CH:30]=[CH:29][N:28]=[C:27]([C:31]5[S:32][CH:33]=[CH:34][CH:35]=5)[CH:26]=4)[CH:19]=[CH:20][C:21]=3[CH3:22])[C:12]2=[O:15])=[CH:7][CH:6]=1.Cl.[CH3:38][NH:39][CH3:40].C(N(CC)CC)C.CN(C=O)C. Product: [CH3:38][N:39]([CH3:40])[CH2:2][CH2:3][O:4][C:5]1[CH:14]=[C:13]2[C:8]([CH:9]=[CH:10][N:11]([C:16]3[CH:17]=[C:18]([NH:23][C:24](=[O:36])[C:25]4[CH:30]=[CH:29][N:28]=[C:27]([C:31]5[S:32][CH:33]=[CH:34][CH:35]=5)[CH:26]=4)[CH:19]=[CH:20][C:21]=3[CH3:22])[C:12]2=[O:15])=[CH:7][CH:6]=1. The catalyst class is: 5. (4) Reactant: [CH3:1][N:2]1[CH2:6][CH2:5][CH2:4][C@H:3]1[C:7]1[N:11]2[CH:12]=[C:13]([O:16][C@H:17]3[C:26]4[C:21](=[CH:22][CH:23]=[CH:24][CH:25]=4)[C@@H:20]([NH2:27])[CH2:19][CH2:18]3)[CH:14]=[CH:15][C:10]2=[N:9][N:8]=1.ClC(Cl)(Cl)C[O:31][C:32](=O)[NH:33][C:34]1[N:35]([C:43]2[CH:48]=[CH:47][CH:46]=[C:45]([CH2:49][OH:50])[CH:44]=2)[N:36]=[C:37]([C:39]([CH3:42])([CH3:41])[CH3:40])[CH:38]=1.CCN(C(C)C)C(C)C. Product: [NH3:2].[C:39]([C:37]1[CH:38]=[C:34]([NH:33][C:32]([NH:27][C@@H:20]2[C:21]3[C:26](=[CH:25][CH:24]=[CH:23][CH:22]=3)[C@H:17]([O:16][C:13]3[CH:14]=[CH:15][C:10]4[N:11]([C:7]([C@@H:3]5[CH2:4][CH2:5][CH2:6][N:2]5[CH3:1])=[N:8][N:9]=4)[CH:12]=3)[CH2:18][CH2:19]2)=[O:31])[N:35]([C:43]2[CH:48]=[CH:47][CH:46]=[C:45]([CH2:49][OH:50])[CH:44]=2)[N:36]=1)([CH3:42])([CH3:40])[CH3:41]. The catalyst class is: 12.